The task is: Predict the product of the given reaction.. This data is from Forward reaction prediction with 1.9M reactions from USPTO patents (1976-2016). (1) Given the reactants O=O.[C:3]([NH:11][C:12](=[CH:17][N:18]([C:25]1[CH:30]=[CH:29][CH:28]=[CH:27][CH:26]=1)[C:19]1[CH:24]=[CH:23][CH:22]=[CH:21][CH:20]=1)[C:13]([O:15][CH3:16])=[O:14])(=[O:10])[C:4]1[CH:9]=[CH:8][CH:7]=[CH:6][CH:5]=1, predict the reaction product. The product is: [C:3]([NH:11][CH:12]([CH2:17][N:18]([C:25]1[CH:26]=[CH:27][CH:28]=[CH:29][CH:30]=1)[C:19]1[CH:20]=[CH:21][CH:22]=[CH:23][CH:24]=1)[C:13]([O:15][CH3:16])=[O:14])(=[O:10])[C:4]1[CH:5]=[CH:6][CH:7]=[CH:8][CH:9]=1. (2) Given the reactants Cl.Cl.[NH:3]1[CH2:8][CH2:7][CH:6]([N:9]2[C:17]3[C:12](=[N:13][CH:14]=[CH:15][CH:16]=3)[NH:11][C:10]2=[O:18])[CH2:5][CH2:4]1.CCN(C(C)C)C(C)C.Cl[C:29]1[N:34]=[CH:33][N:32]=[C:31]([C:35]([N:37]2[C:45]3[C:40](=[CH:41][CH:42]=[CH:43][CH:44]=3)[CH:39]=[CH:38]2)=[O:36])[CH:30]=1, predict the reaction product. The product is: [N:37]1([C:35]([C:31]2[N:32]=[CH:33][N:34]=[C:29]([N:3]3[CH2:4][CH2:5][CH:6]([N:9]4[C:17]5[C:12](=[N:13][CH:14]=[CH:15][CH:16]=5)[NH:11][C:10]4=[O:18])[CH2:7][CH2:8]3)[CH:30]=2)=[O:36])[C:45]2[C:40](=[CH:41][CH:42]=[CH:43][CH:44]=2)[CH:39]=[CH:38]1. (3) Given the reactants [Cl:1][C:2]1[CH:7]=[CH:6][C:5]([C:8]2[CH:13]=[CH:12][CH:11]=[CH:10][CH:9]=2)=[C:4]([CH2:14][CH2:15]O)[CH:3]=1.P(Br)(Br)[Br:18].O, predict the reaction product. The product is: [Br:18][CH2:15][CH2:14][C:4]1[CH:3]=[C:2]([Cl:1])[CH:7]=[CH:6][C:5]=1[C:8]1[CH:13]=[CH:12][CH:11]=[CH:10][CH:9]=1. (4) The product is: [CH2:1]1[C:3]2([CH2:8][CH2:7][CH2:6][CH2:5][CH:4]2[CH:9]=[N:11][OH:12])[CH2:2]1. Given the reactants [CH2:1]1[C:3]2([CH2:8][CH2:7][CH2:6][CH2:5][CH:4]2[CH:9]=O)[CH2:2]1.[NH2:11][OH:12], predict the reaction product. (5) Given the reactants FC(F)(F)C(O)=O.C(OC([N:15]1[CH2:20][CH2:19][C:18]([CH2:30][N:31]2[C:39]3[C:34](=[CH:35][CH:36]=[C:37]([C:40]([O:42][CH2:43][CH3:44])=[O:41])[CH:38]=3)[CH:33]=[C:32]2C(OCC)=O)([CH2:21][NH:22][C:23]([O:25]C(C)(C)C)=O)[CH2:17][CH2:16]1)=O)(C)(C)C.C([O-])([O-])=O.[K+].[K+], predict the reaction product. The product is: [O:25]=[C:23]1[C:32]2=[CH:33][C:34]3[CH:35]=[CH:36][C:37]([C:40]([O:42][CH2:43][CH3:44])=[O:41])=[CH:38][C:39]=3[N:31]2[CH2:30][C:18]2([CH2:17][CH2:16][NH:15][CH2:20][CH2:19]2)[CH2:21][NH:22]1. (6) Given the reactants [F:1][C:2]1([F:22])[C:11]2[C:6](=[N:7][C:8]([C:12]3[CH:17]=[CH:16][CH:15]=[C:14]([C:18]([F:21])([F:20])[F:19])[CH:13]=3)=[CH:9][CH:10]=2)[NH:5][CH2:4][CH2:3]1.C(N(CC)CC)C.ClC(Cl)(O[C:34](=[O:40])OC(Cl)(Cl)Cl)Cl.[NH2:42][C:43]1[CH:48]=[CH:47][N:46]=[CH:45][CH:44]=1, predict the reaction product. The product is: [F:22][C:2]1([F:1])[C:11]2[C:6](=[N:7][C:8]([C:12]3[CH:17]=[CH:16][CH:15]=[C:14]([C:18]([F:21])([F:19])[F:20])[CH:13]=3)=[CH:9][CH:10]=2)[N:5]([C:34]([NH:42][C:43]2[CH:48]=[CH:47][N:46]=[CH:45][CH:44]=2)=[O:40])[CH2:4][CH2:3]1. (7) Given the reactants [C:1]([O:5][C:6]([N:8]1[CH2:23][CH2:22][C:11]2[NH:12][C:13]3[CH:14]=[CH:15][C:16]([C:19]([OH:21])=O)=[CH:17][C:18]=3[C:10]=2[CH2:9]1)=[O:7])([CH3:4])([CH3:3])[CH3:2].[H-].[Na+].[CH3:26][S:27](Cl)(=[O:29])=[O:28].[CH3:31][N:32]([CH:34]=O)C, predict the reaction product. The product is: [CH3:2][CH:1]1[CH2:4][CH2:34][N:32]([C:19]([C:16]2[CH:15]=[CH:14][C:13]3[N:12]([S:27]([CH3:26])(=[O:29])=[O:28])[C:11]4[CH2:22][CH2:23][N:8]([C:6]([O:5][C:1]([CH3:3])([CH3:2])[CH3:4])=[O:7])[CH2:9][C:10]=4[C:18]=3[CH:17]=2)=[O:21])[CH2:31][CH2:3]1. (8) Given the reactants C(OC([NH:11][NH:12][CH:13]1[CH2:19][O:18][CH2:17][CH2:16][N:15]([C:20]([O:22][C:23]([CH3:26])([CH3:25])[CH3:24])=[O:21])[CH2:14]1)=O)C1C=CC=CC=1, predict the reaction product. The product is: [NH:12]([CH:13]1[CH2:19][O:18][CH2:17][CH2:16][N:15]([C:20]([O:22][C:23]([CH3:26])([CH3:25])[CH3:24])=[O:21])[CH2:14]1)[NH2:11]. (9) Given the reactants Br[C:2]1[CH:3]=[CH:4][C:5]2[N:6]([CH3:17])[C:7]3[C:12]([S:13][C:14]=2[CH:15]=1)=[CH:11][C:10](Br)=[CH:9][CH:8]=3.[C:18]1(B(O)O)[C:27]2[C:22](=[CH:23][CH:24]=[CH:25][CH:26]=2)[CH:21]=[CH:20][CH:19]=1.C(=O)([O-])[O-].[K+].[K+].CO, predict the reaction product. The product is: [CH3:17][N:6]1[C:7]2[CH:8]=[CH:9][C:10]([C:18]3[C:27]4[C:22](=[CH:23][CH:24]=[CH:25][CH:26]=4)[CH:21]=[CH:20][CH:19]=3)=[CH:11][C:12]=2[S:13][C:14]2[C:5]1=[CH:4][CH:3]=[C:2]([C:26]1[C:27]3[C:22](=[CH:21][CH:20]=[CH:19][CH:18]=3)[CH:23]=[CH:24][CH:25]=1)[CH:15]=2. (10) The product is: [C:1]([O:5][C:6](=[O:20])[CH2:7][O:8][C:9]1[CH:14]=[CH:13][C:12]([S:15][CH2:16][C:17]#[C:18][C:25]2[CH:26]=[CH:27][C:22]([F:21])=[CH:23][CH:24]=2)=[CH:11][C:10]=1[CH3:19])([CH3:4])([CH3:3])[CH3:2]. Given the reactants [C:1]([O:5][C:6](=[O:20])[CH2:7][O:8][C:9]1[CH:14]=[CH:13][C:12]([S:15][CH2:16][C:17]#[CH:18])=[CH:11][C:10]=1[CH3:19])([CH3:4])([CH3:3])[CH3:2].[F:21][C:22]1[CH:27]=[CH:26][C:25](I)=[CH:24][CH:23]=1, predict the reaction product.